Dataset: Retrosynthesis with 50K atom-mapped reactions and 10 reaction types from USPTO. Task: Predict the reactants needed to synthesize the given product. (1) Given the product Cc1c(C(N)=O)sc2ncnc(Nc3ccc(F)cc3O[C@H]3CCN(C(=O)OC(C)(C)C)C3)c12, predict the reactants needed to synthesize it. The reactants are: Cc1c(C(=O)O)sc2ncnc(Nc3ccc(F)cc3O[C@H]3CCN(C(=O)OC(C)(C)C)C3)c12.N. (2) Given the product CCOC(=O)CCCn1ccc2c(C#N)ccnc21, predict the reactants needed to synthesize it. The reactants are: CCOC(=O)CCCn1ccc2c(Br)ccnc21.N#C[Cu].